This data is from Catalyst prediction with 721,799 reactions and 888 catalyst types from USPTO. The task is: Predict which catalyst facilitates the given reaction. Reactant: [NH2:1][CH2:2][CH2:3][NH:4][CH2:5][CH2:6][NH2:7].[C:8]([C:12]([O:14]CC)=O)([F:11])([F:10])[F:9]. Product: [F:11][C:8]([F:9])([F:10])[C:12]([NH:1][CH2:2][CH2:3][NH:4][CH2:5][CH2:6][NH:7][C:12](=[O:14])[C:8]([F:11])([F:10])[F:9])=[O:14]. The catalyst class is: 28.